Predict the product of the given reaction. From a dataset of Forward reaction prediction with 1.9M reactions from USPTO patents (1976-2016). (1) Given the reactants [OH:1][CH2:2][CH2:3][O:4][C:5]1[CH:10]=[CH:9][CH:8]=[CH:7][C:6]=1[C:11](=O)[CH2:12][C:13]([O:15][CH2:16][CH3:17])=[O:14].Cl.[NH2:20][CH2:21][C:22]([NH2:24])=[O:23].C(N(CC)CC)C.C(O)(=O)C.C(=O)(O)[O-].[Na+], predict the reaction product. The product is: [NH2:24][C:22](=[O:23])[CH2:21][NH:20]/[C:11](/[C:6]1[CH:7]=[CH:8][CH:9]=[CH:10][C:5]=1[O:4][CH2:3][CH2:2][OH:1])=[CH:12]\[C:13]([O:15][CH2:16][CH3:17])=[O:14]. (2) Given the reactants [F:1][C:2]1[CH:3]=[C:4]2[C:8](=[CH:9][CH:10]=1)[NH:7][N:6]=[C:5]2[C:11]([O:13][CH3:14])=[O:12].[Br:15][C:16]1[CH:17]=[C:18](B(O)O)[CH:19]=[CH:20][CH:21]=1, predict the reaction product. The product is: [Br:15][C:16]1[CH:21]=[C:20]([N:7]2[C:8]3[C:4](=[CH:3][C:2]([F:1])=[CH:10][CH:9]=3)[C:5]([C:11]([O:13][CH3:14])=[O:12])=[N:6]2)[CH:19]=[CH:18][CH:17]=1. (3) The product is: [Br:1][C:2]1[CH:7]=[CH:6][C:5]([CH:8]([N:10]2[CH2:11][CH2:12][CH:13]([NH:16][C:30](=[O:31])[CH2:29][CH2:28][C:26]3[O:25][N:24]=[C:23]([C:18]4[CH:19]=[CH:20][CH:21]=[CH:22][N:17]=4)[N:27]=3)[CH2:14][CH2:15]2)[CH3:9])=[CH:4][CH:3]=1. Given the reactants [Br:1][C:2]1[CH:7]=[CH:6][C:5]([C@H:8]([N:10]2[CH2:15][CH2:14][CH:13]([NH2:16])[CH2:12][CH2:11]2)[CH3:9])=[CH:4][CH:3]=1.[N:17]1[CH:22]=[CH:21][CH:20]=[CH:19][C:18]=1[C:23]1[N:27]=[C:26]([CH2:28][CH2:29][C:30](O)=[O:31])[O:25][N:24]=1.ON1C2C=CC=CC=2N=N1.Cl.N=C=N, predict the reaction product. (4) Given the reactants [Cl:1][C:2]1[CH:3]=[C:4]([CH:27]=[CH:28][C:29]=1[O:30][CH2:31][C:32]1[CH:37]=[CH:36][CH:35]=[C:34]([F:38])[CH:33]=1)[NH:5][C:6]1[C:15]2[C:10](=[CH:11][CH:12]=[CH:13][C:14]=2[O:16][CH:17]2[CH2:26][CH2:25][C:20]3([O:24]CC[O:21]3)[CH2:19][CH2:18]2)[N:9]=[CH:8][N:7]=1, predict the reaction product. The product is: [C:20]([OH:24])(=[O:21])[CH3:19].[Cl:1][C:2]1[CH:3]=[C:4]([CH:27]=[CH:28][C:29]=1[O:30][CH2:31][C:32]1[CH:37]=[CH:36][CH:35]=[C:34]([F:38])[CH:33]=1)[NH:5][C:6]1[C:15]2[C:10](=[CH:11][CH:12]=[CH:13][C:14]=2[O:16][CH:17]2[CH2:18][CH2:19][C:20](=[O:21])[CH2:25][CH2:26]2)[N:9]=[CH:8][N:7]=1. (5) Given the reactants [O:1]1[CH2:5][CH2:4][C@@H:3]([OH:6])[CH2:2]1.C(N(CC)CC)C.[CH3:14][S:15](Cl)(=[O:17])=[O:16].O, predict the reaction product. The product is: [CH3:14][S:15]([O:6][C@@H:3]1[CH2:4][CH2:5][O:1][CH2:2]1)(=[O:17])=[O:16]. (6) Given the reactants [Cl:1][C:2]1[C:3]([C:31](=[O:41])[N:32]([CH2:37][CH2:38][CH2:39][CH3:40])[CH2:33][CH2:34][CH2:35][CH3:36])=[N:4][N:5](C2C=CC(C(OCC)=O)=CC=2C(N2CCC3C(=CC=CC=3)C2)=O)[C:6]=1[CH3:7].F[C:43]1[CH:58]=[CH:57][C:46]([C:47]([O:49][CH2:50][C:51]2[CH:56]=[CH:55][CH:54]=[CH:53][CH:52]=2)=[O:48])=[CH:45][C:44]=1[C:59]([O:61][CH2:62][CH3:63])=[O:60].C(N(CCCC)C(C1C(Cl)=C(C)NN=1)=O)CCC, predict the reaction product. The product is: [Cl:1][C:2]1[C:3]([C:31](=[O:41])[N:32]([CH2:37][CH2:38][CH2:39][CH3:40])[CH2:33][CH2:34][CH2:35][CH3:36])=[N:4][N:5]([C:43]2[CH:58]=[CH:57][C:46]([C:47]([O:49][CH2:50][C:51]3[CH:56]=[CH:55][CH:54]=[CH:53][CH:52]=3)=[O:48])=[CH:45][C:44]=2[C:59]([O:61][CH2:62][CH3:63])=[O:60])[C:6]=1[CH3:7]. (7) Given the reactants [Cl:1][C:2]1[CH:3]=[C:4]2[C:14](=[CH:15][CH:16]=1)[C:7]1([CH2:11][C:10](=O)[NH:9][C:8]1=O)[CH2:6][CH2:5]2, predict the reaction product. The product is: [Cl:1][C:2]1[CH:3]=[C:4]2[C:14](=[CH:15][CH:16]=1)[C:7]1([CH2:11][CH2:10][NH:9][CH2:8]1)[CH2:6][CH2:5]2. (8) Given the reactants Cl[C:2]1[O:3][C:4]2[CH:10]=[C:9]([F:11])[CH:8]=[CH:7][C:5]=2[N:6]=1.[CH2:12]1[CH2:17][CH2:16][CH:15]([CH2:18][C@H:19]([NH2:23])[C:20]([OH:22])=O)[CH2:14][CH2:13]1.[F:24][C:25]1[CH:30]=[CH:29][C:28]([NH:31][CH2:32][CH2:33][NH2:34])=[CH:27][CH:26]=1, predict the reaction product. The product is: [CH:15]1([CH2:18][C@H:19]([NH:23][C:2]2[O:3][C:4]3[CH:10]=[C:9]([F:11])[CH:8]=[CH:7][C:5]=3[N:6]=2)[C:20]([NH:34][CH2:33][CH2:32][NH:31][C:28]2[CH:29]=[CH:30][C:25]([F:24])=[CH:26][CH:27]=2)=[O:22])[CH2:14][CH2:13][CH2:12][CH2:17][CH2:16]1. (9) Given the reactants [Cl:1][C:2]1[CH:25]=[CH:24][C:5]([CH2:6][NH:7][C:8]([C:10]2[C:11](=[O:23])[C:12]3[S:19][C:18]([CH2:20]Cl)=[C:17]([CH3:22])[C:13]=3[N:14]([CH3:16])[CH:15]=2)=[O:9])=[CH:4][CH:3]=1.[CH3:26][NH:27][CH2:28][CH:29]([OH:37])[CH2:30][C:31]1[CH:36]=[CH:35][CH:34]=[CH:33][CH:32]=1.C(N(C(C)C)CC)(C)C, predict the reaction product. The product is: [Cl:1][C:2]1[CH:25]=[CH:24][C:5]([CH2:6][NH:7][C:8]([C:10]2[C:11](=[O:23])[C:12]3[S:19][C:18]([CH2:20][N:27]([CH2:28][CH:29]([OH:37])[CH2:30][C:31]4[CH:36]=[CH:35][CH:34]=[CH:33][CH:32]=4)[CH3:26])=[C:17]([CH3:22])[C:13]=3[N:14]([CH3:16])[CH:15]=2)=[O:9])=[CH:4][CH:3]=1. (10) The product is: [OH:22][C:19]1([CH2:23][N:24]2[C:29](=[O:30])[C:28]3[CH:31]=[N:32][N:33]([CH3:34])[C:27]=3[N:26]=[CH:25]2)[CH2:20][CH2:21][N:16]([C:14]([C:11]2[CH:10]=[CH:9][C:8]([C:3]3[CH:4]=[CH:5][CH:6]=[CH:7][C:2]=3[NH:1][S:45]([CH:44]=[CH2:43])(=[O:47])=[O:46])=[CH:13][CH:12]=2)=[O:15])[CH2:17][CH2:18]1. Given the reactants [NH2:1][C:2]1[CH:7]=[CH:6][CH:5]=[CH:4][C:3]=1[C:8]1[CH:13]=[CH:12][C:11]([C:14]([N:16]2[CH2:21][CH2:20][C:19]([CH2:23][N:24]3[C:29](=[O:30])[C:28]4[CH:31]=[N:32][N:33]([CH3:34])[C:27]=4[N:26]=[CH:25]3)([OH:22])[CH2:18][CH2:17]2)=[O:15])=[CH:10][CH:9]=1.C(N(CC)CC)C.Cl[CH2:43][CH2:44][S:45](Cl)(=[O:47])=[O:46], predict the reaction product.